From a dataset of NCI-60 drug combinations with 297,098 pairs across 59 cell lines. Regression. Given two drug SMILES strings and cell line genomic features, predict the synergy score measuring deviation from expected non-interaction effect. (1) Drug 1: CC1C(C(CC(O1)OC2CC(CC3=C2C(=C4C(=C3O)C(=O)C5=C(C4=O)C(=CC=C5)OC)O)(C(=O)C)O)N)O.Cl. Drug 2: C1=C(C(=O)NC(=O)N1)F. Cell line: HCC-2998. Synergy scores: CSS=28.2, Synergy_ZIP=-13.8, Synergy_Bliss=-18.6, Synergy_Loewe=-15.0, Synergy_HSA=-14.9. (2) Cell line: A549. Drug 2: C1=CC(=CC=C1CCCC(=O)O)N(CCCl)CCCl. Drug 1: C1=C(C(=O)NC(=O)N1)N(CCCl)CCCl. Synergy scores: CSS=36.3, Synergy_ZIP=-1.58, Synergy_Bliss=-1.55, Synergy_Loewe=-3.52, Synergy_HSA=1.66. (3) Drug 1: C1=NC2=C(N1)C(=S)N=C(N2)N. Drug 2: CCC(=C(C1=CC=CC=C1)C2=CC=C(C=C2)OCCN(C)C)C3=CC=CC=C3.C(C(=O)O)C(CC(=O)O)(C(=O)O)O. Cell line: SF-295. Synergy scores: CSS=31.6, Synergy_ZIP=-0.709, Synergy_Bliss=-1.65, Synergy_Loewe=-10.4, Synergy_HSA=-0.344. (4) Drug 1: COC1=C(C=C2C(=C1)N=CN=C2NC3=CC(=C(C=C3)F)Cl)OCCCN4CCOCC4. Cell line: DU-145. Drug 2: CC1=C(C(=O)C2=C(C1=O)N3CC4C(C3(C2COC(=O)N)OC)N4)N. Synergy scores: CSS=64.7, Synergy_ZIP=-12.0, Synergy_Bliss=-7.01, Synergy_Loewe=-7.49, Synergy_HSA=-1.02. (5) Drug 1: C1=C(C(=O)NC(=O)N1)N(CCCl)CCCl. Drug 2: CC1CCCC2(C(O2)CC(NC(=O)CC(C(C(=O)C(C1O)C)(C)C)O)C(=CC3=CSC(=N3)C)C)C. Cell line: A549. Synergy scores: CSS=33.1, Synergy_ZIP=0.715, Synergy_Bliss=0.406, Synergy_Loewe=-1.78, Synergy_HSA=0.286.